Dataset: Forward reaction prediction with 1.9M reactions from USPTO patents (1976-2016). Task: Predict the product of the given reaction. (1) Given the reactants [Br:1][CH2:2][CH2:3][CH2:4][CH2:5][O:6][CH2:7][CH2:8][CH2:9][CH2:10][C:11]1[CH:19]=[CH:18][C:14]([C:15](O)=[O:16])=[CH:13][CH:12]=1.S(Cl)([Cl:22])=O, predict the reaction product. The product is: [Br:1][CH2:2][CH2:3][CH2:4][CH2:5][O:6][CH2:7][CH2:8][CH2:9][CH2:10][C:11]1[CH:19]=[CH:18][C:14]([C:15]([Cl:22])=[O:16])=[CH:13][CH:12]=1. (2) The product is: [Cl:1][C:2]1[C:3]([F:11])=[C:4]([B:24]2[O:28][C:27]([CH3:30])([CH3:29])[C:26]([CH3:32])([CH3:31])[O:25]2)[C:5]([CH:8]([F:9])[F:10])=[CH:6][CH:7]=1. Given the reactants [Cl:1][C:2]1[CH:7]=[CH:6][C:5]([CH:8]([F:10])[F:9])=[CH:4][C:3]=1[F:11].[Li+].CC([N-]C(C)C)C.C(O[B:24]1[O:28][C:27]([CH3:30])([CH3:29])[C:26]([CH3:32])([CH3:31])[O:25]1)(C)C, predict the reaction product.